This data is from Forward reaction prediction with 1.9M reactions from USPTO patents (1976-2016). The task is: Predict the product of the given reaction. (1) Given the reactants [C:1]12([NH:11][CH2:12][C:13]3[CH:18]=[CH:17][C:16](Br)=[CH:15][CH:14]=3)[CH2:10][CH:5]3[CH2:6][CH:7]([CH2:9][CH:3]([CH2:4]3)[CH2:2]1)[CH2:8]2.[CH3:20][S:21][C:22]1[CH:27]=[CH:26][CH:25]=[CH:24][C:23]=1B(O)O, predict the reaction product. The product is: [C:1]12([NH:11][CH2:12][C:13]3[CH:18]=[CH:17][C:16]([C:23]4[CH:24]=[CH:25][CH:26]=[CH:27][C:22]=4[S:21][CH3:20])=[CH:15][CH:14]=3)[CH2:10][CH:5]3[CH2:6][CH:7]([CH2:9][CH:3]([CH2:4]3)[CH2:2]1)[CH2:8]2. (2) Given the reactants [N+:1]([C:4]1[CH:9]=[CH:8][N:7]=[CH:6][C:5]=1[C:10]1[CH:15]=[CH:14][C:13]([CH2:16][CH2:17][CH2:18]O)=[CH:12][CH:11]=1)([O-:3])=[O:2].C(N(S(F)(F)[F:26])CC)C, predict the reaction product. The product is: [F:26][CH2:18][CH2:17][CH2:16][C:13]1[CH:14]=[CH:15][C:10]([C:5]2[CH:6]=[N:7][CH:8]=[CH:9][C:4]=2[N+:1]([O-:3])=[O:2])=[CH:11][CH:12]=1. (3) Given the reactants [NH2:1][CH2:2][C:3]1[C:12](=[O:13])[C:11]2[C:6](=[CH:7][C:8]([F:14])=[CH:9][CH:10]=2)[N:5]([C:15]2[CH:20]=[CH:19][CH:18]=[CH:17][C:16]=2[F:21])[CH:4]=1.C(N(CC)CC)C.[Cl:29][C:30]1[CH:38]=[CH:37][C:33]([C:34](Cl)=[O:35])=[CH:32][N:31]=1, predict the reaction product. The product is: [Cl:29][C:30]1[CH:38]=[CH:37][C:33]([C:34]([NH:1][CH2:2][C:3]2[C:12](=[O:13])[C:11]3[C:6](=[CH:7][C:8]([F:14])=[CH:9][CH:10]=3)[N:5]([C:15]3[CH:20]=[CH:19][CH:18]=[CH:17][C:16]=3[F:21])[CH:4]=2)=[O:35])=[CH:32][N:31]=1. (4) Given the reactants [O:1]1[CH2:6][CH2:5][N:4]([C:7]2[CH:14]=[CH:13][C:10]([CH:11]=O)=[CH:9][CH:8]=2)[CH2:3][CH2:2]1.[NH2:15][C:16]1[N:17]=[N:18][C:19]([CH3:22])=[CH:20][CH:21]=1.C([O:25][C:26](=O)[C:27]([OH:40])=[CH:28][C:29]([C:31]1[CH:36]=[CH:35][C:34]([CH:37]([CH3:39])[CH3:38])=[CH:33][CH:32]=1)=[O:30])C, predict the reaction product. The product is: [OH:40][C:27]1[C:26](=[O:25])[N:15]([C:16]2[N:17]=[N:18][C:19]([CH3:22])=[CH:20][CH:21]=2)[CH:11]([C:10]2[CH:13]=[CH:14][C:7]([N:4]3[CH2:5][CH2:6][O:1][CH2:2][CH2:3]3)=[CH:8][CH:9]=2)[C:28]=1[C:29](=[O:30])[C:31]1[CH:36]=[CH:35][C:34]([CH:37]([CH3:39])[CH3:38])=[CH:33][CH:32]=1. (5) Given the reactants [CH3:1][O:2][C:3]1[CH:8]=[CH:7][C:6]([CH2:9][C:10]([OH:12])=O)=[CH:5][CH:4]=1.C1(=O)O[C:16](=[O:17])[C:15]2=[CH:19][CH:20]=[CH:21][CH:22]=[C:14]12.C([O-])(=O)C.[Na+], predict the reaction product. The product is: [CH3:1][O:2][C:3]1[CH:4]=[CH:5][C:6](/[CH:9]=[C:10]2\[O:12][C:16](=[O:17])[C:15]3[CH:19]=[CH:20][CH:21]=[CH:22][C:14]\2=3)=[CH:7][CH:8]=1.